This data is from Reaction yield outcomes from USPTO patents with 853,638 reactions. The task is: Predict the reaction yield, written as a fraction of the theoretical maximum amount of product (1.0 means a 100% yield; for example, 0.34 means a 34% yield). (1) The reactants are [C:1]1([C@@H:7]2[CH2:9][C@H:8]2[C:10]([OH:12])=O)[CH:6]=[CH:5][CH:4]=[CH:3][CH:2]=1.O=C1N(P(Cl)(N2CCOC2=O)=O)CCO1.C(N(CC)CC)C.[Br:35][C:36]1[C:37]([F:46])=[C:38]2[C:44]([NH2:45])=[CH:43][NH:42][C:39]2=[N:40][CH:41]=1.C([O-])([O-])=O.[Na+].[Na+]. The catalyst is C(Cl)Cl. The product is [Br:35][C:36]1[C:37]([F:46])=[C:38]2[C:44]([NH:45][C:10]([C@@H:8]3[CH2:9][C@H:7]3[C:1]3[CH:2]=[CH:3][CH:4]=[CH:5][CH:6]=3)=[O:12])=[CH:43][NH:42][C:39]2=[N:40][CH:41]=1. The yield is 0.618. (2) The reactants are [N:1]12[CH2:8][CH2:7][C:4]([C:9]([C:17]3[CH:22]=[CH:21][CH:20]=[CH:19][CH:18]=3)([C:11]3[CH:16]=[CH:15][CH:14]=[CH:13][CH:12]=3)[OH:10])([CH2:5][CH2:6]1)[CH2:3][CH2:2]2.[Br:23][CH2:24][CH2:25][CH2:26][C:27]1[CH:32]=[CH:31][CH:30]=[CH:29][CH:28]=1. The catalyst is CC#N. The product is [Br-:23].[OH:10][C:9]([C:17]1[CH:22]=[CH:21][CH:20]=[CH:19][CH:18]=1)([C:11]1[CH:12]=[CH:13][CH:14]=[CH:15][CH:16]=1)[C:4]12[CH2:5][CH2:6][N+:1]([CH2:24][CH2:25][CH2:26][C:27]3[CH:32]=[CH:31][CH:30]=[CH:29][CH:28]=3)([CH2:2][CH2:3]1)[CH2:8][CH2:7]2. The yield is 0.722. (3) The reactants are [CH2:1]([O:3][CH:4]([O:23][CH2:24][CH3:25])[C:5]1[O:13][C:12]2[C:11](B3OC(C)(C)C(C)(C)O3)=[CH:10][N:9]=[CH:8][C:7]=2[CH:6]=1)[CH3:2].[CH2:26]([O:28][C:29](=[O:37])[C:30]1[CH:35]=[CH:34][CH:33]=[C:32](I)[CH:31]=1)[CH3:27].C(=O)([O-])[O-].[Na+].[Na+]. The catalyst is O1CCCC1.O.C1C=CC([P]([Pd]([P](C2C=CC=CC=2)(C2C=CC=CC=2)C2C=CC=CC=2)([P](C2C=CC=CC=2)(C2C=CC=CC=2)C2C=CC=CC=2)[P](C2C=CC=CC=2)(C2C=CC=CC=2)C2C=CC=CC=2)(C2C=CC=CC=2)C2C=CC=CC=2)=CC=1. The product is [CH2:24]([O:23][CH:4]([O:3][CH2:1][CH3:2])[C:5]1[O:13][C:12]2[C:11]([C:32]3[CH:31]=[C:30]([CH:35]=[CH:34][CH:33]=3)[C:29]([O:28][CH2:26][CH3:27])=[O:37])=[CH:10][N:9]=[CH:8][C:7]=2[CH:6]=1)[CH3:25]. The yield is 0.830. (4) The reactants are Cl[C:2]1[C:7]([NH2:8])=[C:6]([Cl:9])[N:5]=[C:4]([CH3:10])[N:3]=1.[C:11]([N:16]=[C:17]=[S:18])(=[O:15])[O:12][CH2:13][CH3:14]. The catalyst is C1(C)C=CC=CC=1. The product is [Cl:9][C:6]1[C:7]2[N:8]=[C:17]([NH:16][C:11](=[O:15])[O:12][CH2:13][CH3:14])[S:18][C:2]=2[N:3]=[C:4]([CH3:10])[N:5]=1. The yield is 0.705.